Predict which catalyst facilitates the given reaction. From a dataset of Catalyst prediction with 721,799 reactions and 888 catalyst types from USPTO. (1) Reactant: [H-].[Na+].[CH2:3]([OH:10])[C:4]1[CH:9]=[CH:8][CH:7]=[CH:6][CH:5]=1.F[C:12]1[CH:13]=[C:14]([CH:17]=[CH:18][C:19]=1[C:20]1[O:24][C:23]([CH3:25])=[N:22][CH:21]=1)[C:15]#[N:16]. Product: [CH2:3]([O:10][C:18]1[CH:17]=[C:14]([CH:13]=[CH:12][C:19]=1[C:20]1[O:24][C:23]([CH3:25])=[N:22][CH:21]=1)[C:15]#[N:16])[C:4]1[CH:9]=[CH:8][CH:7]=[CH:6][CH:5]=1. The catalyst class is: 18. (2) Reactant: [Br:1][C:2]1[C:11]([CH2:12]Cl)=[C:10]2[C:5]([NH:6][C:7]([CH3:17])([CH3:16])[C:8](=[O:15])[N:9]2[CH3:14])=[CH:4][CH:3]=1.[F:18][C:19]1[CH:20]=[CH:21][C:22]([CH3:26])=[C:23]([OH:25])[CH:24]=1.C(=O)([O-])[O-].[K+].[K+].C(OCC)(=O)C. Product: [Br:1][C:2]1[C:11]([CH2:12][O:25][C:23]2[CH:24]=[C:19]([F:18])[CH:20]=[CH:21][C:22]=2[CH3:26])=[C:10]2[C:5]([NH:6][C:7]([CH3:17])([CH3:16])[C:8](=[O:15])[N:9]2[CH3:14])=[CH:4][CH:3]=1. The catalyst class is: 35. (3) Reactant: [CH2:1]([N:8]1[CH:12]=[C:11]([C:13](OCC)=[O:14])[C:10]([N+:18]([O-:20])=[O:19])=[N:9]1)[C:2]1[CH:7]=[CH:6][CH:5]=[CH:4][CH:3]=1.[H-].[Al+3].[Li+].[H-].[H-].[H-]. Product: [CH2:1]([N:8]1[CH:12]=[C:11]([CH2:13][OH:14])[C:10]([N+:18]([O-:20])=[O:19])=[N:9]1)[C:2]1[CH:7]=[CH:6][CH:5]=[CH:4][CH:3]=1. The catalyst class is: 7. (4) The catalyst class is: 1. Product: [CH2:42]([NH+:43]([CH2:48][CH3:49])[CH2:44][CH3:45])[CH3:41].[OH:25][C:20]1[CH:21]=[CH:22][CH:23]=[CH:24][C:19]=1[C:18]([NH:17][S:16]([O:15][CH2:14][C@H:13]1[O:12][C@@H:11]([N:29]2[C:38]3[N:37]=[CH:36][N:35]=[C:33]([NH2:34])[C:32]=3[N:31]=[CH:30]2)[CH2:10][C@@H:9]1[OH:8])(=[O:27])=[O:28])=[O:26]. Reactant: [Si]([O:8][C@@H:9]1[C@@H:13]([CH2:14][O:15][S:16](=[O:28])(=[O:27])[NH:17][C:18](=[O:26])[C:19]2[CH:24]=[CH:23][CH:22]=[CH:21][C:20]=2[OH:25])[O:12][C@@H:11]([N:29]2[C:38]3[N:37]=[CH:36][N:35]=[C:33]([NH2:34])[C:32]=3[N:31]=[CH:30]2)[CH2:10]1)(C(C)(C)C)(C)C.CC[CH2:41][CH2:42][N+:43](CCCC)([CH2:48][CH2:49]CC)[CH2:44][CH2:45]CC.[F-]. (5) Reactant: [CH3:1][O:2][Si:3]([CH2:8][CH2:9][C:10]1[CH:15]=[CH:14][CH:13]=[CH:12][N:11]=1)([O:6][CH3:7])[O:4][CH3:5].[F:16][C:17]([F:24])([F:23])[S:18]([O:21]C)(=[O:20])=[O:19]. Product: [F:16][C:17]([F:24])([F:23])[S:18]([O-:21])(=[O:20])=[O:19].[CH3:1][O:2][Si:3]([CH2:8][CH2:9][C:10]1[CH:15]=[CH:14][CH:13]=[CH:12][N+:11]=1[CH3:17])([O:6][CH3:7])[O:4][CH3:5]. The catalyst class is: 13. (6) Reactant: FC(F)(F)C1C=CC=CC=1C(Cl)=O.[CH3:14][O:15][C:16]1[CH:17]=[C:18]2[C:23](=[CH:24][C:25]=1[O:26][CH3:27])[N:22]=[CH:21][CH:20]=[C:19]2[O:28][C:29]1[CH:35]=[CH:34][C:32]([NH2:33])=[CH:31][C:30]=1[F:36].[F:37][C:38]([F:51])([F:50])[C:39]1[CH:44]=[CH:43][CH:42]=[CH:41][C:40]=1[C:45]([N:47]=[C:48]=[S:49])=[O:46]. Product: [F:50][C:38]([F:37])([F:51])[C:39]1[CH:44]=[CH:43][CH:42]=[CH:41][C:40]=1[C:45]([N:47]=[C:48]=[S:49])=[O:46].[CH3:14][O:15][C:16]1[CH:17]=[C:18]2[C:23](=[CH:24][C:25]=1[O:26][CH3:27])[N:22]=[CH:21][CH:20]=[C:19]2[O:28][C:29]1[CH:35]=[CH:34][C:32]([NH:33][C:48]([NH:47][C:45](=[O:46])[C:40]2[CH:41]=[CH:42][CH:43]=[CH:44][C:39]=2[C:38]([F:37])([F:51])[F:50])=[S:49])=[CH:31][C:30]=1[F:36]. The catalyst class is: 234. (7) Reactant: [O:1]=[C:2]([C:26]1[CH:31]=[CH:30][C:29]([C:32]([CH3:36])([CH3:35])[CH2:33][OH:34])=[CH:28][CH:27]=1)[CH2:3][CH2:4][CH2:5][N:6]1[CH2:11][CH2:10][CH:9]([C:12]([OH:25])([C:19]2[CH:24]=[CH:23][CH:22]=[CH:21][CH:20]=2)[C:13]2[CH:18]=[CH:17][CH:16]=[CH:15][CH:14]=2)[CH2:8][CH2:7]1.[BH4-].[Na+].Cl. Product: [OH:1][CH:2]([C:26]1[CH:27]=[CH:28][C:29]([C:32]([CH3:36])([CH3:35])[CH2:33][OH:34])=[CH:30][CH:31]=1)[CH2:3][CH2:4][CH2:5][N:6]1[CH2:11][CH2:10][CH:9]([C:12]([OH:25])([C:13]2[CH:14]=[CH:15][CH:16]=[CH:17][CH:18]=2)[C:19]2[CH:24]=[CH:23][CH:22]=[CH:21][CH:20]=2)[CH2:8][CH2:7]1. The catalyst class is: 24. (8) Product: [CH3:1][C@@H:2]1[C@H:3]([OH:37])[CH2:4][CH2:5][C@@:6]2([CH3:36])[C@H:7]1[CH2:8][CH2:9][C@:10]1([CH3:35])[C@@:15]3([CH3:33])[CH2:16][C@H:17]([O:29][C:30]([CH3:32])=[O:31])/[C:18](=[C:19](\[C:20]([OH:22])=[O:21])/[CH2:23][CH2:24][CH:25]=[C:26]([CH3:27])[CH3:28])/[C@@H:14]3[CH2:13][C@@H:12]([OH:34])[C@H:11]12. The catalyst class is: 10. Reactant: [CH3:1][C@H:2]1[C@@H:7]2[CH2:8][CH2:9][C@:10]3([CH3:35])[C@@:15]4([CH3:33])[CH2:16][C@H:17]([O:29][C:30]([CH3:32])=[O:31])/[C:18](=[C:19](/[CH2:23][CH2:24][CH:25]=[C:26]([CH3:28])[CH3:27])\[C:20]([OH:22])=[O:21])/[C@@H:14]4[CH2:13][C@@H:12]([OH:34])[C@H:11]3[C@@:6]2([CH3:36])[CH2:5][CH2:4][C@H:3]1[OH:37].[CH3:1][C@H:2]1[C@@H:7]2[CH2:8][CH2:9][C@:10]3([CH3:35])[C@@:15]4([CH3:33])[CH2:16][C@H:17]([O:29][C:30]([CH3:32])=[O:31])/[C:18](=[C:19](/[CH2:23][CH2:24][CH:25]=[C:26]([CH3:27])[CH3:28])\[C:20]([OH:22])=[O:21])/[C@@H:14]4[CH2:13][C@@H:12]([OH:34])[C@H:11]3[C@@:6]2([CH3:36])[CH2:5][CH2:4][C@H:3]1[OH:37].O. (9) Reactant: [C:1]([C:5]1[CH:6]=[C:7]2[C:12](=[C:13]([F:15])[CH:14]=1)[C:11](=[O:16])[N:10]([C:17]1[N:24]=[CH:23][CH:22]=[C:21]([C:25]3[CH:30]=[C:29]([NH:31][C:32]4[CH:44]=[C:35]5[CH2:36][N:37]([CH:41]([CH3:43])[CH3:42])[C:38](=[O:40])[CH2:39][N:34]5[N:33]=4)[C:28](=[O:45])[N:27]([CH3:46])[CH:26]=3)[C:18]=1[CH:19]=[O:20])[N:9]=[CH:8]2)([CH3:4])([CH3:3])[CH3:2].[BH4-].[Na+]. Product: [C:1]([C:5]1[CH:6]=[C:7]2[C:12](=[C:13]([F:15])[CH:14]=1)[C:11](=[O:16])[N:10]([C:17]1[C:18]([CH2:19][OH:20])=[C:21]([C:25]3[CH:30]=[C:29]([NH:31][C:32]4[CH:44]=[C:35]5[CH2:36][N:37]([CH:41]([CH3:42])[CH3:43])[C:38](=[O:40])[CH2:39][N:34]5[N:33]=4)[C:28](=[O:45])[N:27]([CH3:46])[CH:26]=3)[CH:22]=[CH:23][N:24]=1)[N:9]=[CH:8]2)([CH3:2])([CH3:4])[CH3:3]. The catalyst class is: 5.